From a dataset of Peptide-MHC class II binding affinity with 134,281 pairs from IEDB. Regression. Given a peptide amino acid sequence and an MHC pseudo amino acid sequence, predict their binding affinity value. This is MHC class II binding data. The peptide sequence is MCHATLTYRMLEPTR. The binding affinity (normalized) is 0.556. The MHC is DRB3_0202 with pseudo-sequence DRB3_0202.